From a dataset of Forward reaction prediction with 1.9M reactions from USPTO patents (1976-2016). Predict the product of the given reaction. (1) The product is: [C:14]([C:16]1[N:20]([CH3:21])[C:19]([C:2]2[CH:7]=[CH:6][C:5]([S:8]([NH:11][CH2:12][CH3:13])(=[O:10])=[O:9])=[CH:4][CH:3]=2)=[CH:18][CH:17]=1)#[N:15]. Given the reactants Br[C:2]1[CH:7]=[CH:6][C:5]([S:8]([NH:11][CH2:12][CH3:13])(=[O:10])=[O:9])=[CH:4][CH:3]=1.[C:14]([C:16]1[N:20]([CH3:21])[C:19](B(O)O)=[CH:18][CH:17]=1)#[N:15].[F-].[K+].C(P(C(C)(C)C)C(C)(C)C)(C)(C)C, predict the reaction product. (2) Given the reactants C1C2C(=CC=CC=2)C=CN=1.Cl[C:12]1[C:21]2[C:16](=[C:17]([S:25][CH2:26][CH2:27][CH3:28])[C:18]([O:22][CH2:23][CH3:24])=[CH:19][CH:20]=2)[CH:15]=[CH:14][N:13]=1, predict the reaction product. The product is: [CH2:26]([S:25][C:17]1[C:18]([O:22][CH2:23][CH3:24])=[CH:19][CH:20]=[C:21]2[C:16]=1[CH:15]=[CH:14][N:13]=[CH:12]2)[CH2:27][CH3:28]. (3) Given the reactants [O:1]1[CH2:5][CH2:4][O:3][CH:2]1[C:6]1[CH:7]=[CH:8][C:9]2[O:13][CH:12]=[CH:11][C:10]=2[CH:14]=1.C([Li])CCC.C1C(=O)N([Cl:27])C(=O)C1.O, predict the reaction product. The product is: [Cl:27][C:12]1[O:13][C:9]2[CH:8]=[CH:7][C:6]([CH:2]3[O:3][CH2:4][CH2:5][O:1]3)=[CH:14][C:10]=2[CH:11]=1. (4) Given the reactants Cl[C:2]1[CH:7]=[C:6]([NH2:8])[CH:5]=[CH:4][N:3]=1.[CH3:9][N:10](C=O)C, predict the reaction product. The product is: [NH2:8][C:6]1[CH:5]=[CH:4][N:3]=[C:2]([C:9]#[N:10])[CH:7]=1. (5) Given the reactants [C:1]([O:5][C:6]([N:8]1[CH2:11][CH:10]([O:12][C:13]2[CH:18]=[C:17]([Cl:19])[CH:16]=[CH:15][C:14]=2[OH:20])[CH2:9]1)=[O:7])([CH3:4])([CH3:3])[CH3:2].Cl[C:22]1[S:23][C:24]2[CH:30]=[CH:29][CH:28]=[CH:27][C:25]=2[N:26]=1.C([O-])([O-])=O.[K+].[K+], predict the reaction product. The product is: [C:1]([O:5][C:6]([N:8]1[CH2:9][CH:10]([O:12][C:13]2[CH:18]=[C:17]([Cl:19])[CH:16]=[CH:15][C:14]=2[O:20][C:22]2[S:23][C:24]3[CH:30]=[CH:29][CH:28]=[CH:27][C:25]=3[N:26]=2)[CH2:11]1)=[O:7])([CH3:4])([CH3:2])[CH3:3]. (6) Given the reactants [Br:1][C:2]1[CH:7]=[CH:6][C:5]([OH:8])=[C:4]([C:9]2[N:13]=[CH:12][NH:11][N:10]=2)[CH:3]=1.Cl[C:15]1[C:20]([C:21]([F:24])([F:23])[F:22])=[CH:19][CH:18]=[CH:17][N:16]=1, predict the reaction product. The product is: [Br:1][C:2]1[CH:7]=[CH:6][C:5]([OH:8])=[C:4]([C:9]2[N:13]=[CH:12][N:11]([C:15]3[C:20]([C:21]([F:24])([F:23])[F:22])=[CH:19][CH:18]=[CH:17][N:16]=3)[N:10]=2)[CH:3]=1.